This data is from NCI-60 drug combinations with 297,098 pairs across 59 cell lines. The task is: Regression. Given two drug SMILES strings and cell line genomic features, predict the synergy score measuring deviation from expected non-interaction effect. (1) Drug 2: C1=CC(=CC=C1CCCC(=O)O)N(CCCl)CCCl. Synergy scores: CSS=44.7, Synergy_ZIP=2.22, Synergy_Bliss=5.13, Synergy_Loewe=1.00, Synergy_HSA=10.2. Drug 1: C1=C(C(=O)NC(=O)N1)F. Cell line: OVCAR-5. (2) Drug 1: CC(C1=C(C=CC(=C1Cl)F)Cl)OC2=C(N=CC(=C2)C3=CN(N=C3)C4CCNCC4)N. Drug 2: CC1=C2C(C(=O)C3(C(CC4C(C3C(C(C2(C)C)(CC1OC(=O)C(C(C5=CC=CC=C5)NC(=O)OC(C)(C)C)O)O)OC(=O)C6=CC=CC=C6)(CO4)OC(=O)C)O)C)O. Cell line: CCRF-CEM. Synergy scores: CSS=81.6, Synergy_ZIP=8.20, Synergy_Bliss=7.62, Synergy_Loewe=-0.0439, Synergy_HSA=8.68. (3) Drug 1: CCCCCOC(=O)NC1=NC(=O)N(C=C1F)C2C(C(C(O2)C)O)O. Drug 2: C1CNP(=O)(OC1)N(CCCl)CCCl. Cell line: SK-OV-3. Synergy scores: CSS=-1.61, Synergy_ZIP=1.62, Synergy_Bliss=0.854, Synergy_Loewe=-3.44, Synergy_HSA=-3.98. (4) Drug 1: CNC(=O)C1=CC=CC=C1SC2=CC3=C(C=C2)C(=NN3)C=CC4=CC=CC=N4. Drug 2: C1=CC=C(C=C1)NC(=O)CCCCCCC(=O)NO. Cell line: HCT-15. Synergy scores: CSS=11.6, Synergy_ZIP=0.549, Synergy_Bliss=8.37, Synergy_Loewe=7.11, Synergy_HSA=7.01. (5) Drug 1: CCCCCOC(=O)NC1=NC(=O)N(C=C1F)C2C(C(C(O2)C)O)O. Drug 2: C1=CN(C=N1)CC(O)(P(=O)(O)O)P(=O)(O)O. Cell line: M14. Synergy scores: CSS=-2.00, Synergy_ZIP=2.25, Synergy_Bliss=3.79, Synergy_Loewe=0.444, Synergy_HSA=0.756. (6) Drug 1: CN(CCCl)CCCl.Cl. Drug 2: C(CCl)NC(=O)N(CCCl)N=O. Cell line: OVCAR-4. Synergy scores: CSS=5.22, Synergy_ZIP=-2.46, Synergy_Bliss=-0.840, Synergy_Loewe=0.0776, Synergy_HSA=0.226. (7) Drug 1: CC1=C(C=C(C=C1)NC2=NC=CC(=N2)N(C)C3=CC4=NN(C(=C4C=C3)C)C)S(=O)(=O)N.Cl. Drug 2: C1=CC(=CC=C1CC(C(=O)O)N)N(CCCl)CCCl.Cl. Cell line: SN12C. Synergy scores: CSS=22.9, Synergy_ZIP=-4.64, Synergy_Bliss=5.20, Synergy_Loewe=4.27, Synergy_HSA=4.44. (8) Drug 1: CC(C)(C#N)C1=CC(=CC(=C1)CN2C=NC=N2)C(C)(C)C#N. Drug 2: C1=NC2=C(N=C(N=C2N1C3C(C(C(O3)CO)O)F)Cl)N. Cell line: UACC62. Synergy scores: CSS=2.37, Synergy_ZIP=-0.749, Synergy_Bliss=-0.665, Synergy_Loewe=0.0972, Synergy_HSA=-1.00. (9) Drug 1: CN1C(=O)N2C=NC(=C2N=N1)C(=O)N. Drug 2: C1=NC2=C(N=C(N=C2N1C3C(C(C(O3)CO)O)F)Cl)N. Cell line: CCRF-CEM. Synergy scores: CSS=19.6, Synergy_ZIP=-1.73, Synergy_Bliss=-2.11, Synergy_Loewe=-14.0, Synergy_HSA=-4.22.